From a dataset of Forward reaction prediction with 1.9M reactions from USPTO patents (1976-2016). Predict the product of the given reaction. (1) Given the reactants [Br:1][C:2]1[CH:7]=[CH:6][C:5]([C:8]2[CH:13]=[CH:12][C:11]([Cl:14])=[CH:10][CH:9]=2)=[CH:4][C:3]=1[CH:15]=[C:16]1[C:20]([CH3:22])([CH3:21])[O:19][C:18]([CH3:24])([CH3:23])[C:17]1=[O:25].[OH:26]O.[OH-].[Li+], predict the reaction product. The product is: [Br:1][C:2]1[CH:7]=[CH:6][C:5]([C:8]2[CH:9]=[CH:10][C:11]([Cl:14])=[CH:12][CH:13]=2)=[CH:4][C:3]=1[CH:15]1[C:16]2([C:17](=[O:25])[C:18]([CH3:24])([CH3:23])[O:19][C:20]2([CH3:21])[CH3:22])[O:26]1. (2) Given the reactants [F:1][C:2]1[C:3]([N:12]2[CH2:17][CH2:16][CH:15]([N:18]3[CH2:22][CH2:21][N:20]([CH2:23][C:24]4[CH:44]=[CH:43][C:27]([C:28]([N:30]5[CH2:34][CH2:33][C@H:32]([NH:35]C(=O)OC(C)(C)C)[CH2:31]5)=[O:29])=[CH:26][CH:25]=4)[C:19]3=[O:45])[CH2:14][CH2:13]2)=[N:4][CH:5]=[C:6]([C:8]([F:11])([F:10])[F:9])[CH:7]=1.[C:46]([OH:52])([C:48]([F:51])([F:50])[F:49])=[O:47].C(Cl)Cl, predict the reaction product. The product is: [NH2:35][C@H:32]1[CH2:33][CH2:34][N:30]([C:28]([C:27]2[CH:26]=[CH:25][C:24]([CH2:23][N:20]3[CH2:21][CH2:22][N:18]([CH:15]4[CH2:16][CH2:17][N:12]([C:3]5[C:2]([F:1])=[CH:7][C:6]([C:8]([F:10])([F:9])[F:11])=[CH:5][N:4]=5)[CH2:13][CH2:14]4)[C:19]3=[O:45])=[CH:44][CH:43]=2)=[O:29])[CH2:31]1.[F:49][C:48]([F:51])([F:50])[C:46]([OH:52])=[O:47].[NH2:35][C@H:32]1[CH2:33][CH2:34][N:30]([C:28]([C:27]2[CH:26]=[CH:25][C:24]([CH2:23][N:20]3[CH2:21][CH2:22][N:18]([CH:15]4[CH2:16][CH2:17][N:12]([C:3]5[C:2]([F:1])=[CH:7][C:6]([C:8]([F:10])([F:9])[F:11])=[CH:5][N:4]=5)[CH2:13][CH2:14]4)[C:19]3=[O:45])=[CH:44][CH:43]=2)=[O:29])[CH2:31]1. (3) Given the reactants [C:1]([NH:4][C:5]1[C:18]2[C:9](=[N:10][C:11]3[C:16]([N:17]=2)=[CH:15][CH:14]=[CH:13][CH:12]=3)[CH:8]=[CH:7][CH:6]=1)(=[O:3])[CH3:2].S(OCC)(O[CH2:23][CH3:24])(=O)=O.C(=O)([O-])[O-].[K+].[K+], predict the reaction product. The product is: [C:1]([NH:4][C:5]1[C:18]2[NH:17][C:16]3[C:11](=[CH:12][CH:13]=[CH:14][CH:15]=3)[N:10]([CH2:23][CH3:24])[C:9]=2[CH:8]=[CH:7][CH:6]=1)(=[O:3])[CH3:2]. (4) Given the reactants COC[O:4][CH2:5][C@@H:6]1[CH2:10][N:9]([C:11]2[CH:12]=[CH:13][C:14]3[O:19][CH2:18][C:17](=[O:20])[NH:16][C:15]=3[CH:21]=2)[C:8](=[O:22])[CH2:7]1.O1CCCC1.Cl.ClCCl, predict the reaction product. The product is: [OH:4][CH2:5][C@@H:6]1[CH2:10][N:9]([C:11]2[CH:12]=[CH:13][C:14]3[O:19][CH2:18][C:17](=[O:20])[NH:16][C:15]=3[CH:21]=2)[C:8](=[O:22])[CH2:7]1. (5) The product is: [NH2:6][C:14]1[N:15]=[C:16]([NH:21][CH2:29][CH2:30][CH2:31][N:32]([CH3:33])[CH3:34])[CH:17]=[C:18]([CH3:20])[CH:19]=1. Given the reactants CC(C)(C)C(O[N:6]([C:14]1[CH:19]=[C:18]([CH3:20])[CH:17]=[C:16]([N:21]([CH2:29][CH2:30][CH2:31][N:32]([CH3:34])[CH3:33])C(OC(C)(C)C)=O)[N:15]=1)C(OC(C)(C)C)=O)=O.C(O)(C(F)(F)F)=O.C(Cl)Cl, predict the reaction product. (6) Given the reactants [F:1][C:2]([F:20])([F:19])[C:3]1[N:8]=[CH:7][C:6]([C@H:9]([NH:11][C:12](=[O:18])[O:13][C:14]([CH3:17])([CH3:16])[CH3:15])[CH3:10])=[CH:5][CH:4]=1.C(C1C=C(C)C=C(C(C)(C)C)C=1[OH:36])(C)(C)C.ClC1C=CC=C(C(OO)=O)C=1.S([O-])([O-])(=O)=S.[Na+].[Na+].C(=O)(O)[O-].[Na+], predict the reaction product. The product is: [O-:36][N+:8]1[C:3]([C:2]([F:19])([F:1])[F:20])=[CH:4][CH:5]=[C:6]([C@H:9]([NH:11][C:12](=[O:18])[O:13][C:14]([CH3:15])([CH3:16])[CH3:17])[CH3:10])[CH:7]=1. (7) Given the reactants [CH2:1]([C:5]1[CH:10]=[CH:9][C:8]([C:11]#[C:12][C:13]2[CH:33]=[CH:32][C:16]([CH2:17][NH:18][CH2:19][C:20]3[CH:31]=[CH:30][C:23]([O:24][CH2:25][C:26]([O:28][CH3:29])=[O:27])=[CH:22][CH:21]=3)=[CH:15][CH:14]=2)=[CH:7][CH:6]=1)[CH2:2][CH2:3][CH3:4].[NH:34]1[C:42]2[C:37](=[CH:38][CH:39]=[CH:40][CH:41]=2)[C:36]([C:43](O)=[O:44])=[N:35]1, predict the reaction product. The product is: [CH2:1]([C:5]1[CH:6]=[CH:7][C:8]([C:11]#[C:12][C:13]2[CH:14]=[CH:15][C:16]([CH2:17][N:18]([CH2:19][C:20]3[CH:21]=[CH:22][C:23]([O:24][CH2:25][C:26]([O:28][CH3:29])=[O:27])=[CH:30][CH:31]=3)[C:43]([C:36]3[C:37]4[C:42](=[CH:41][CH:40]=[CH:39][CH:38]=4)[NH:34][N:35]=3)=[O:44])=[CH:32][CH:33]=2)=[CH:9][CH:10]=1)[CH2:2][CH2:3][CH3:4]. (8) Given the reactants [C:1]1([OH:7])[CH:6]=[CH:5][CH:4]=[CH:3][CH:2]=1.[C:8]([C:10]1[CH:15]=[CH:14][CH:13]=[CH:12][C:11]=1[C:16]#[N:17])#[N:9].[CH3:18][CH2:19][CH2:20][CH2:21][CH2:22][CH3:23].CC[O:26]CC, predict the reaction product. The product is: [NH2:9][C:8]1[C:10]2[C:11](=[CH:12][CH:13]=[CH:14][CH:15]=2)[C:16]([C:20]2[CH:19]=[CH:18][C:23]([OH:26])=[CH:22][CH:21]=2)([C:4]2[CH:5]=[CH:6][C:1]([OH:7])=[CH:2][CH:3]=2)[N:17]=1. (9) Given the reactants [NH2:1][C:2]1[CH:3]=[C:4]([C:8]2[S:12][C:11]([C:13]3[CH:14]=[C:15]4[C:19](=[CH:20][CH:21]=3)[C:18](=[O:22])[N:17]([CH3:23])[CH2:16]4)=[CH:10][CH:9]=2)[CH:5]=[N:6][CH:7]=1.Cl[S:25]([C:28]1[CH:37]=[CH:36][C:31]([C:32]([O:34][CH3:35])=[O:33])=[CH:30][CH:29]=1)(=[O:27])=[O:26], predict the reaction product. The product is: [CH3:23][N:17]1[CH2:16][C:15]2[C:19](=[CH:20][CH:21]=[C:13]([C:11]3[S:12][C:8]([C:4]4[CH:3]=[C:2]([NH:1][S:25]([C:28]5[CH:29]=[CH:30][C:31]([C:32]([O:34][CH3:35])=[O:33])=[CH:36][CH:37]=5)(=[O:27])=[O:26])[CH:7]=[N:6][CH:5]=4)=[CH:9][CH:10]=3)[CH:14]=2)[C:18]1=[O:22].